From a dataset of Reaction yield outcomes from USPTO patents with 853,638 reactions. Predict the reaction yield, written as a fraction of the theoretical maximum amount of product (1.0 means a 100% yield; for example, 0.34 means a 34% yield). (1) The reactants are [CH:1]1([CH2:6][CH:7]([C:11]2[CH:16]=[CH:15][C:14]([I:17])=[CH:13][CH:12]=2)[C:8]([OH:10])=[O:9])[CH2:5][CH2:4][CH2:3][CH2:2]1.[CH3:18]O. The catalyst is S(=O)(=O)(O)O. The product is [CH3:18][O:9][C:8](=[O:10])[CH:7]([C:11]1[CH:16]=[CH:15][C:14]([I:17])=[CH:13][CH:12]=1)[CH2:6][CH:1]1[CH2:5][CH2:4][CH2:3][CH2:2]1. The yield is 0.970. (2) The reactants are NC(C1C=CC2C(=CC=C(O[C@H]3CC[C@H](C(C)(C)C)CC3)C=2)N=1)(C)COP(=O)(O)O.[ClH:31].C(OC(=O)[NH:38][C:39]([C:55]1[CH:64]=[CH:63][C:62]2[C:57](=[CH:58][CH:59]=[C:60]([O:69][C@H:70]3[CH2:75][CH2:74][C@H:73]([C:76]([CH3:79])([CH3:78])[CH3:77])[CH2:72][CH2:71]3)[C:61]=2[C:65]([F:68])([F:67])[F:66])[N:56]=1)([CH3:54])[CH2:40][O:41][P:42]([O:49]C(C)(C)C)([O:44]C(C)(C)C)=[O:43])(C)(C)C. No catalyst specified. The product is [NH2:38][C:39]([C:55]1[CH:64]=[CH:63][C:62]2[C:57](=[CH:58][CH:59]=[C:60]([O:69][C@H:70]3[CH2:71][CH2:72][C@H:73]([C:76]([CH3:79])([CH3:78])[CH3:77])[CH2:74][CH2:75]3)[C:61]=2[C:65]([F:68])([F:66])[F:67])[N:56]=1)([CH3:54])[CH2:40][O:41][P:42](=[O:43])([OH:44])[OH:49].[ClH:31]. The yield is 0.880. (3) The reactants are [Br:1][C:2]1[CH:3]=[CH:4][CH:5]=[C:6]2[C:11]=1[N:10]=[C:9]([C:12]([OH:14])=O)[CH:8]=[CH:7]2.C(Cl)(=O)C(Cl)=O.[NH:21]1[CH2:25][CH2:24][CH2:23][CH2:22]1. No catalyst specified. The product is [Br:1][C:2]1[CH:3]=[CH:4][CH:5]=[C:6]2[C:11]=1[N:10]=[C:9]([C:12]([N:21]1[CH2:25][CH2:24][CH2:23][CH2:22]1)=[O:14])[CH:8]=[CH:7]2. The yield is 0.940.